From a dataset of Forward reaction prediction with 1.9M reactions from USPTO patents (1976-2016). Predict the product of the given reaction. (1) Given the reactants [Br:1][C:2]1[CH:3]=[C:4]([CH:6]=[C:7]([F:9])[CH:8]=1)N.[ClH:10].N([O-])=O.[Na+].[S:15](=[O:18])(O)[O-:16].[Na+], predict the reaction product. The product is: [Br:1][C:2]1[CH:3]=[C:4]([S:15]([Cl:10])(=[O:18])=[O:16])[CH:6]=[C:7]([F:9])[CH:8]=1. (2) Given the reactants [CH:1]1([OH:10])[C:9]2[C:4](=[CH:5][CH:6]=[CH:7][CH:8]=2)[CH2:3][CH2:2]1.[H-].[Na+].Cl[C:14]1[C:15]2[CH:24]=[CH:23][N:22]([C:25]3[CH:30]=[CH:29][C:28]([CH3:31])=[CH:27][C:26]=3[CH3:32])[C:16]=2[C:17](=[O:21])[N:18]([CH3:20])[N:19]=1, predict the reaction product. The product is: [CH:1]1([O:10][C:14]2[C:15]3[CH:24]=[CH:23][N:22]([C:25]4[CH:30]=[CH:29][C:28]([CH3:31])=[CH:27][C:26]=4[CH3:32])[C:16]=3[C:17](=[O:21])[N:18]([CH3:20])[N:19]=2)[C:9]2[C:4](=[CH:5][CH:6]=[CH:7][CH:8]=2)[CH2:3][CH2:2]1. (3) Given the reactants [Br:1][CH2:2][C:3]([C:5]1[CH:10]=[CH:9][CH:8]=[CH:7][C:6]=1[Cl:11])=[O:4].[BH4-].[Na+], predict the reaction product. The product is: [Br:1][CH2:2][CH:3]([C:5]1[CH:10]=[CH:9][CH:8]=[CH:7][C:6]=1[Cl:11])[OH:4]. (4) Given the reactants [CH2:1]([O:8][C:9]1[CH:14]=[CH:13][C:12]([C:15](=[O:17])[CH3:16])=[C:11]([CH3:18])[CH:10]=1)[C:2]1[CH:7]=[CH:6][CH:5]=[CH:4][CH:3]=1.[Na+].[Br-:20].OOS([O-])=O.[K+].S([O-])([O-])=O.[Na+].[Na+], predict the reaction product. The product is: [CH2:1]([O:8][C:9]1[C:14]([Br:20])=[CH:13][C:12]([C:15](=[O:17])[CH3:16])=[C:11]([CH3:18])[CH:10]=1)[C:2]1[CH:3]=[CH:4][CH:5]=[CH:6][CH:7]=1. (5) Given the reactants [CH3:1][Si:2]([CH:5]([Si:10]([CH3:13])([CH3:12])[CH3:11])[Si:6]([CH3:9])([CH3:8])[CH3:7])([CH3:4])[CH3:3].C[Li].C(OCC)C.CN(C)P(N(C)C)(N(C)C)=O.[CH:32]([CH:34]=[CH2:35])=[O:33].C(N(CC)CC)C.[Si:43](Cl)([C:46]([CH3:49])([CH3:48])[CH3:47])([CH3:45])[CH3:44], predict the reaction product. The product is: [CH3:11][Si:10]([CH3:13])([CH3:12])[C:5]([Si:6]([CH3:9])([CH3:8])[CH3:7])([Si:2]([CH3:1])([CH3:3])[CH3:4])[CH2:35]/[CH:34]=[CH:32]/[O:33][Si:43]([CH3:45])([CH3:44])[C:46]([CH3:49])([CH3:48])[CH3:47].